This data is from Forward reaction prediction with 1.9M reactions from USPTO patents (1976-2016). The task is: Predict the product of the given reaction. (1) Given the reactants N[C:2]1[C:3]([C:13]#[N:14])=[CH:4][C:5]([F:12])=[C:6]([CH:11]=1)[C:7]([O:9][CH3:10])=[O:8].[I:15]CI.N(OCCC(C)C)=O.C(OCC)(=O)C, predict the reaction product. The product is: [C:13]([C:3]1[C:2]([I:15])=[CH:11][C:6]([C:7]([O:9][CH3:10])=[O:8])=[C:5]([F:12])[CH:4]=1)#[N:14]. (2) Given the reactants [H-].[Na+].[CH3:3][O:4][C:5]1[CH:12]=[CH:11][C:8]([CH2:9]Cl)=[CH:7][CH:6]=1.C1S[C@@H:16]([CH2:18][CH2:19][CH2:20][CH2:21][C:22](O)=O)[C@H:15]2NC(N[C@@H]12)=O.[O:29]=[C:30]1[NH:34][C@H:33]2[CH2:35][S:36][C@@H:37]([CH2:38][CH2:39][CH2:40][CH2:41][C:42]([O:44][CH3:45])=[O:43])[C@H:32]2[NH:31]1.CN(C)[CH:48]=[O:49], predict the reaction product. The product is: [CH3:3][O:4][C:5]1[CH:12]=[CH:11][C:8]([CH2:9][N:34]2[C@H:33]3[CH2:35][S:36][C@@H:37]([CH2:38][CH2:39][CH2:40][CH2:41][C:42]([O:44][CH3:45])=[O:43])[C@H:32]3[N:31]([CH2:22][C:21]3[CH:15]=[CH:16][C:18]([O:49][CH3:48])=[CH:19][CH:20]=3)[C:30]2=[O:29])=[CH:7][CH:6]=1. (3) Given the reactants [N+:1]([C:4]1[CH:12]=[CH:11][C:10]2[NH:9][CH:8]3[CH2:13][CH2:14][N:15]([CH:17]4[CH2:22][CH2:21][O:20][CH2:19][CH2:18]4)[CH2:16][CH:7]3[C:6]=2[CH:5]=1)([O-:3])=[O:2].[H-].[Na+].[CH2:25](Br)[CH:26]=[CH2:27], predict the reaction product. The product is: [CH2:27]([N:9]1[C:10]2[CH:11]=[CH:12][C:4]([N+:1]([O-:3])=[O:2])=[CH:5][C:6]=2[CH:7]2[CH2:16][N:15]([CH:17]3[CH2:22][CH2:21][O:20][CH2:19][CH2:18]3)[CH2:14][CH2:13][CH:8]12)[CH:26]=[CH2:25]. (4) Given the reactants [F:1][C:2]([F:18])([F:17])[C:3]1[CH:8]=[CH:7][C:6]([C:9]2[CH:14]=[CH:13][CH:12]=[C:11]([CH2:15][NH2:16])[CH:10]=2)=[CH:5][CH:4]=1.[F:19][C:20]1[CH:21]=[C:22]([S:26]([N:29]([CH2:33][C:34](O)=[O:35])[CH:30]([CH3:32])[CH3:31])(=[O:28])=[O:27])[CH:23]=[CH:24][CH:25]=1.CN(C(ON1N=NC2C=CC=NC1=2)=[N+](C)C)C.F[P-](F)(F)(F)(F)F.C(N(CC)C(C)C)(C)C.OS([O-])(=O)=O.[K+], predict the reaction product. The product is: [F:19][C:20]1[CH:21]=[C:22]([S:26]([N:29]([CH:30]([CH3:32])[CH3:31])[CH2:33][C:34]([NH:16][CH2:15][C:11]2[CH:10]=[C:9]([C:6]3[CH:5]=[CH:4][C:3]([C:2]([F:17])([F:18])[F:1])=[CH:8][CH:7]=3)[CH:14]=[CH:13][CH:12]=2)=[O:35])(=[O:28])=[O:27])[CH:23]=[CH:24][CH:25]=1. (5) Given the reactants [NH2:1][C:2]1[CH:7]=[CH:6][C:5]([C:8]2[O:9][C:10]([C:13]3[CH:18]=[CH:17][C:16]([NH2:19])=[C:15]([O:20][CH3:21])[CH:14]=3)=[CH:11][CH:12]=2)=[CH:4][C:3]=1[O:22][CH3:23].[C:24]1([NH2:35])[C:29](F)=[C:28](F)[C:27](F)=[C:26]([NH2:33])C=1F.Cl.Cl, predict the reaction product. The product is: [CH3:23][O:22][C:3]1[CH:4]=[C:5]([C:8]2[O:9][C:10]([C:13]3[CH:18]=[CH:17][C:16]([N:19]=[N:33][C:26]4[CH:27]=[CH:28][CH:29]=[CH:24][N:35]=4)=[C:15]([O:20][CH3:21])[CH:14]=3)=[CH:11][CH:12]=2)[CH:6]=[CH:7][C:2]=1[N:1]=[N:33][C:26]1[CH:27]=[CH:28][CH:29]=[CH:24][N:35]=1. (6) Given the reactants P(Cl)(Cl)(Cl)=O.[CH3:6][C:7]1([CH3:17])[CH2:11][C:10]2[CH:12]=[CH:13][CH:14]=[C:15]([CH3:16])[C:9]=2[O:8]1.[OH-].[Na+].CN(C)[CH:22]=[O:23], predict the reaction product. The product is: [CH3:6][C:7]1([CH3:17])[CH2:11][C:10]2[CH:12]=[C:13]([CH:22]=[O:23])[CH:14]=[C:15]([CH3:16])[C:9]=2[O:8]1. (7) Given the reactants [CH3:1][C:2]1([CH3:42])[C:6]([CH3:8])([CH3:7])[O:5][B:4]([C:9]2[CH:10]=[CH:11][C:12]3[C:41]4[C:17](=[C:18]5[C:38](=[CH:39][CH:40]=4)[C:22]4[N:23]=[C:24]([C@@H:26]6[CH2:30][CH2:29][CH2:28][N:27]6[C:31](OC(C)(C)C)=[O:32])[NH:25][C:21]=4[CH:20]=[CH:19]5)[O:16][CH2:15][C:13]=3[CH:14]=2)[O:3]1.Cl.[CH3:44][O:45][C:46]([NH:48][C@@H:49]([CH:53]([CH3:55])[CH3:54])C(O)=O)=[O:47].CN(C(ON1N=NC2C=CC=NC1=2)=[N+](C)C)C.F[P-](F)(F)(F)(F)F.C(N(C(C)C)CC)(C)C, predict the reaction product. The product is: [CH3:44][O:45][C:46](=[O:47])[NH:48][C@@H:49]([CH:53]([CH3:55])[CH3:54])[C:31](=[O:32])[N:27]1[CH2:28][CH2:29][CH2:30][C@H:26]1[C:24]1[NH:25][C:21]2[CH:20]=[CH:19][C:18]3[C:38](=[CH:39][CH:40]=[C:41]4[C:12]5[CH:11]=[CH:10][C:9]([B:4]6[O:3][C:2]([CH3:42])([CH3:1])[C:6]([CH3:8])([CH3:7])[O:5]6)=[CH:14][C:13]=5[CH2:15][O:16][C:17]4=3)[C:22]=2[N:23]=1.